From a dataset of Forward reaction prediction with 1.9M reactions from USPTO patents (1976-2016). Predict the product of the given reaction. (1) Given the reactants [Cl:1][C:2]1[CH:22]=[CH:21][C:5]([CH2:6][NH:7][C:8]([C:10]2[C:11]([OH:20])=[C:12]3[CH:18]=[C:17]([I:19])[S:16][C:13]3=[N:14][CH:15]=2)=[O:9])=[CH:4][CH:3]=1.C([O-])([O-])=O.[K+].[K+].Br[CH:30]([CH3:32])[CH3:31], predict the reaction product. The product is: [Cl:1][C:2]1[CH:3]=[CH:4][C:5]([CH2:6][NH:7][C:8]([C:10]2[C:11](=[O:20])[C:12]3[CH:18]=[C:17]([I:19])[S:16][C:13]=3[N:14]([CH:30]([CH3:32])[CH3:31])[CH:15]=2)=[O:9])=[CH:21][CH:22]=1. (2) The product is: [N:42]([C@H:6]1[C@@H:11]([CH3:12])[CH2:10][N:9]([C:13]2[CH:18]=[CH:17][N:16]=[CH:15][C:14]=2[N:19]([C:20]([O:22][C:23]([CH3:26])([CH3:25])[CH3:24])=[O:21])[C:27](=[O:28])[O:29][C:30]([CH3:33])([CH3:32])[CH3:31])[CH2:8][C@H:7]1[NH:34][C:35]([O:37][C:38]([CH3:41])([CH3:40])[CH3:39])=[O:36])=[N+:43]=[N-:44]. Given the reactants CS(O[C@@H:6]1[C@@H:11]([CH3:12])[CH2:10][N:9]([C:13]2[CH:18]=[CH:17][N:16]=[CH:15][C:14]=2[N:19]([C:27]([O:29][C:30]([CH3:33])([CH3:32])[CH3:31])=[O:28])[C:20]([O:22][C:23]([CH3:26])([CH3:25])[CH3:24])=[O:21])[CH2:8][C@H:7]1[NH:34][C:35]([O:37][C:38]([CH3:41])([CH3:40])[CH3:39])=[O:36])(=O)=O.[N-:42]=[N+:43]=[N-:44].[Na+], predict the reaction product. (3) Given the reactants [C:1]([O:5][C:6]([NH:8][C@@H:9]1[CH2:14][C@H:13]([NH:15][C:16]([O:18][C:19]([CH3:22])([CH3:21])[CH3:20])=[O:17])[CH2:12][NH:11][CH2:10]1)=[O:7])([CH3:4])([CH3:3])[CH3:2].[CH2:23]([O:30][C:31]1[CH:36]=[C:35]([NH:37][C:38]2[N:43]=[C:42](Cl)[N:41]=[C:40](Cl)[N:39]=2)[CH:34]=[CH:33][C:32]=1[NH:46][C:47](=[O:49])[CH3:48])[C:24]1[CH:29]=[CH:28][CH:27]=[CH:26][CH:25]=1, predict the reaction product. The product is: [CH2:23]([O:30][C:31]1[CH:36]=[C:35]([NH:37][C:38]2[N:43]=[C:42]([N:11]3[CH2:12][C@@H:13]([NH:15][C:16]([O:18][C:19]([CH3:22])([CH3:21])[CH3:20])=[O:17])[CH2:14][C@@H:9]([NH:8][C:6]([O:5][C:1]([CH3:4])([CH3:3])[CH3:2])=[O:7])[CH2:10]3)[N:41]=[C:40]([N:11]3[CH2:12][C@@H:13]([NH:15][C:16]([O:18][C:19]([CH3:21])([CH3:22])[CH3:20])=[O:17])[CH2:14][C@@H:9]([NH:8][C:6]([O:5][C:1]([CH3:4])([CH3:3])[CH3:2])=[O:7])[CH2:10]3)[N:39]=2)[CH:34]=[CH:33][C:32]=1[NH:46][C:47](=[O:49])[CH3:48])[C:24]1[CH:29]=[CH:28][CH:27]=[CH:26][CH:25]=1. (4) Given the reactants BrC1C=C[C:5]([CH2:8][CH2:9][NH2:10])=[CH:4][CH:3]=1.[C:19](O[C:19]([O:21][C:22]([CH3:25])([CH3:24])[CH3:23])=[O:20])([O:21][C:22]([CH3:25])([CH3:24])[CH3:23])=[O:20].O.[Cl-].[NH4+:28].O1[CH2:33][CH2:32][CH2:31][CH2:30]1, predict the reaction product. The product is: [C:30]([C:31]1[CH:3]=[CH:4][C:5]([CH2:8][CH2:9][NH:10][C:19](=[O:20])[O:21][C:22]([CH3:23])([CH3:24])[CH3:25])=[CH:33][CH:32]=1)#[N:28]. (5) Given the reactants Br[C:2]1[N:10]2[C:5]([CH:6]=[N:7][C:8]([NH:11][C:12]3[CH:17]=[CH:16][C:15]([N:18]4[CH2:23][CH2:22][O:21][CH2:20][CH2:19]4)=[CH:14][CH:13]=3)=[N:9]2)=[CH:4][CH:3]=1.[F:24][C:25]1[C:30]([CH3:31])=[CH:29][C:28](B(O)O)=[CH:27][N:26]=1, predict the reaction product. The product is: [F:24][C:25]1[N:26]=[CH:27][C:28]([C:2]2[N:10]3[C:5]([CH:6]=[N:7][C:8]([NH:11][C:12]4[CH:17]=[CH:16][C:15]([N:18]5[CH2:19][CH2:20][O:21][CH2:22][CH2:23]5)=[CH:14][CH:13]=4)=[N:9]3)=[CH:4][CH:3]=2)=[CH:29][C:30]=1[CH3:31]. (6) The product is: [NH2:2][CH2:1][C:3]1[CH:12]=[CH:11][CH:10]=[CH:9][C:4]=1[C:5]([O:7][CH3:8])=[O:6].[ClH:16]. Given the reactants [C:1]([C:3]1[CH:12]=[CH:11][CH:10]=[CH:9][C:4]=1[C:5]([O:7][CH3:8])=[O:6])#[N:2].[H][H].C(Cl)(Cl)[Cl:16], predict the reaction product.